This data is from Catalyst prediction with 721,799 reactions and 888 catalyst types from USPTO. The task is: Predict which catalyst facilitates the given reaction. (1) Reactant: [CH3:1][C:2]1[NH:11][C:5]2=[N:6][CH:7]=[C:8]([NH2:10])[CH:9]=[C:4]2[C:3]=1[CH3:12].[F:13][C:14]1[C:22]([NH:23][S:24]([CH2:27][CH2:28][CH2:29][F:30])(=[O:26])=[O:25])=[CH:21][CH:20]=[C:19]([F:31])[C:15]=1[C:16](O)=[O:17].CCN=C=NCCCN(C)C.C1C=CC2N(O)N=NC=2C=1. Product: [CH3:1][C:2]1[NH:11][C:5]2=[N:6][CH:7]=[C:8]([NH:10][C:16](=[O:17])[C:15]3[C:19]([F:31])=[CH:20][CH:21]=[C:22]([NH:23][S:24]([CH2:27][CH2:28][CH2:29][F:30])(=[O:25])=[O:26])[C:14]=3[F:13])[CH:9]=[C:4]2[C:3]=1[CH3:12]. The catalyst class is: 3. (2) Reactant: [BH4-].[Na+].[S:3]1[CH:7]=[CH:6][C:5]2[CH:8]=[C:9]([C:12]3[N:13]4[CH2:21][CH2:20][N:19]=[C:14]4[S:15][C:16]=3[CH:17]=[O:18])[CH:10]=[CH:11][C:4]1=2.O. Product: [S:3]1[CH:7]=[CH:6][C:5]2[CH:8]=[C:9]([C:12]3[N:13]4[CH2:21][CH2:20][N:19]=[C:14]4[S:15][C:16]=3[CH2:17][OH:18])[CH:10]=[CH:11][C:4]1=2. The catalyst class is: 5. (3) Reactant: [Br:1][C:2]1[N:3]([CH3:12])[C:4]2[C:9]([N:10]=1)=[C:8](Cl)[N:7]=[CH:6][N:5]=2.[O:13]=[C:14]1[N:18]([CH:19]2[CH2:24][CH2:23][NH:22][CH2:21][CH2:20]2)[C:17]2[CH:25]=[CH:26][CH:27]=[CH:28][C:16]=2[NH:15]1. Product: [Br:1][C:2]1[N:3]([CH3:12])[C:4]2[C:9]([N:10]=1)=[C:8]([N:22]1[CH2:21][CH2:20][CH:19]([N:18]3[C:17]4[CH:25]=[CH:26][CH:27]=[CH:28][C:16]=4[NH:15][C:14]3=[O:13])[CH2:24][CH2:23]1)[N:7]=[CH:6][N:5]=2. The catalyst class is: 8. (4) Reactant: [N:1]([C:4]1[C:5]2[NH:12][CH:11]=[C:10]([C@H:13]3[C@H:17]([OH:18])[C@H:16]([O:19][C:20](=[O:33])[C@@H:21]([NH:25][C:26]([O:28][C:29]([CH3:32])([CH3:31])[CH3:30])=[O:27])[CH:22]([CH3:24])[CH3:23])[C@@H:15]([CH2:34][O:35][C:36]([C:49]4[CH:54]=[CH:53][CH:52]=[CH:51][CH:50]=4)([C:43]4[CH:48]=[CH:47][CH:46]=[CH:45][CH:44]=4)[C:37]4[CH:42]=[CH:41][CH:40]=[CH:39][CH:38]=4)[N:14]3[C:55]([O:57][C:58]([CH3:61])([CH3:60])[CH3:59])=[O:56])[C:6]=2[N:7]=[CH:8][N:9]=1)=[N+]=[N-].NC1C2NC=C([C@H]3[C@H](OC(=O)[C@@H](NC(OC(C)(C)C)=O)C(C)C)[C@H](O)[C@@H](COC(C4C=CC=CC=4)(C4C=CC=CC=4)C4C=CC=CC=4)N3C(OC(C)(C)C)=O)C=2N=CN=1. Product: [NH2:1][C:4]1[C:5]2[NH:12][CH:11]=[C:10]([C@H:13]3[C@H:17]([OH:18])[C@H:16]([O:19][C:20](=[O:33])[C@@H:21]([NH:25][C:26]([O:28][C:29]([CH3:31])([CH3:30])[CH3:32])=[O:27])[CH:22]([CH3:24])[CH3:23])[C@@H:15]([CH2:34][O:35][C:36]([C:49]4[CH:54]=[CH:53][CH:52]=[CH:51][CH:50]=4)([C:43]4[CH:48]=[CH:47][CH:46]=[CH:45][CH:44]=4)[C:37]4[CH:38]=[CH:39][CH:40]=[CH:41][CH:42]=4)[N:14]3[C:55]([O:57][C:58]([CH3:59])([CH3:60])[CH3:61])=[O:56])[C:6]=2[N:7]=[CH:8][N:9]=1. The catalyst class is: 29.